This data is from Forward reaction prediction with 1.9M reactions from USPTO patents (1976-2016). The task is: Predict the product of the given reaction. Given the reactants C(Cl)CCl.[NH2:5][C:6]1[N:11]=[CH:10][C:9](/[CH:12]=[CH:13]/[C:14]([OH:16])=O)=[CH:8][CH:7]=1.[Cl:17][C:18]1[CH:26]=[C:25]([Cl:27])[CH:24]=[C:23]2[C:19]=1[CH:20]=[C:21]([CH2:29][NH:30][CH3:31])[N:22]2[CH3:28].C1C=CC2N(O)N=NC=2C=1.O.CCN(CC)CC, predict the reaction product. The product is: [NH2:5][C:6]1[N:11]=[CH:10][C:9](/[CH:12]=[CH:13]/[C:14]([N:30]([CH2:29][C:21]2[N:22]([CH3:28])[C:23]3[C:19]([CH:20]=2)=[C:18]([Cl:17])[CH:26]=[C:25]([Cl:27])[CH:24]=3)[CH3:31])=[O:16])=[CH:8][CH:7]=1.